This data is from Reaction yield outcomes from USPTO patents with 853,638 reactions. The task is: Predict the reaction yield, written as a fraction of the theoretical maximum amount of product (1.0 means a 100% yield; for example, 0.34 means a 34% yield). (1) The yield is 0.570. The product is [F:26][C:27]1[C:32]([C:2]2[CH:3]=[C:4]([CH2:16][N:17]([CH3:25])[C:18](=[O:24])[O:19][C:20]([CH3:23])([CH3:22])[CH3:21])[S:5][C:6]=2[S:7]([C:10]2[CH:15]=[CH:14][CH:13]=[CH:12][CH:11]=2)(=[O:9])=[O:8])=[CH:31][CH:30]=[CH:29][N:28]=1. The reactants are Br[C:2]1[CH:3]=[C:4]([CH2:16][N:17]([CH3:25])[C:18](=[O:24])[O:19][C:20]([CH3:23])([CH3:22])[CH3:21])[S:5][C:6]=1[S:7]([C:10]1[CH:15]=[CH:14][CH:13]=[CH:12][CH:11]=1)(=[O:9])=[O:8].[F:26][C:27]1[C:32](B(O)O)=[CH:31][CH:30]=[CH:29][N:28]=1.C(=O)([O-])[O-].[Na+].[Na+].COCCOC. The catalyst is C1C=CC([P]([Pd]([P](C2C=CC=CC=2)(C2C=CC=CC=2)C2C=CC=CC=2)([P](C2C=CC=CC=2)(C2C=CC=CC=2)C2C=CC=CC=2)[P](C2C=CC=CC=2)(C2C=CC=CC=2)C2C=CC=CC=2)(C2C=CC=CC=2)C2C=CC=CC=2)=CC=1.O. (2) The reactants are [Cl:1][CH2:2][C:3]([NH2:5])=[O:4].[N:6]1[CH:11]=[CH:10][CH:9]=[CH:8][CH:7]=1. The catalyst is C(#N)C. The product is [Cl-:1].[NH2:5][C:3](=[O:4])[CH2:2][N+:6]1[CH:11]=[CH:10][CH:9]=[CH:8][CH:7]=1. The yield is 0.870.